The task is: Predict which catalyst facilitates the given reaction.. This data is from Catalyst prediction with 721,799 reactions and 888 catalyst types from USPTO. (1) Reactant: [F:1][C:2]([F:14])([F:13])[C:3]1[CH:8]=[CH:7][C:6]([NH:9][C:10]([NH2:12])=[S:11])=[CH:5][CH:4]=1.Br[CH2:16][C:17]([C:19]1[CH:24]=[CH:23][C:22]([Cl:25])=[CH:21][CH:20]=1)=O.CCN(C(C)C)C(C)C. Product: [Cl:25][C:22]1[CH:23]=[CH:24][C:19]([C:17]2[N:12]=[C:10]([NH:9][C:6]3[CH:5]=[CH:4][C:3]([C:2]([F:1])([F:13])[F:14])=[CH:8][CH:7]=3)[S:11][CH:16]=2)=[CH:20][CH:21]=1. The catalyst class is: 8. (2) Reactant: [CH2:1]([O:8][C@H:9]1[C@@H:14]([O:15][CH2:16][C:17]2[CH:22]=[CH:21][CH:20]=[CH:19][CH:18]=2)[C@H:13]([O:23][CH2:24][C:25]2[CH:30]=[CH:29][CH:28]=[CH:27][CH:26]=2)[C@@H:12]([CH2:31][O:32][CH2:33][C:34]2[CH:39]=[CH:38][CH:37]=[CH:36][CH:35]=2)[O:11]/[C:10]/1=[CH:40]/[C:41](OC)=[O:42])[C:2]1[CH:7]=[CH:6][CH:5]=[CH:4][CH:3]=1.CC(C[AlH]CC(C)C)C.[C@H](O)(C([O-])=O)[C@@H](O)C([O-])=O.[Na+].[K+].CCOC(C)=O. Product: [CH2:1]([O:8][C@H:9]1[C@@H:14]([O:15][CH2:16][C:17]2[CH:22]=[CH:21][CH:20]=[CH:19][CH:18]=2)[C@H:13]([O:23][CH2:24][C:25]2[CH:26]=[CH:27][CH:28]=[CH:29][CH:30]=2)[C@@H:12]([CH2:31][O:32][CH2:33][C:34]2[CH:35]=[CH:36][CH:37]=[CH:38][CH:39]=2)[O:11]/[C:10]/1=[CH:40]/[CH2:41][OH:42])[C:2]1[CH:7]=[CH:6][CH:5]=[CH:4][CH:3]=1. The catalyst class is: 11. (3) Reactant: [F:1][C:2]1[CH:8]=[C:7]([B:9]2[O:13][C:12]([CH3:15])([CH3:14])[C:11]([CH3:17])([CH3:16])[O:10]2)[CH:6]=[CH:5][C:3]=1[NH2:4].[Cl:18][C:19]1[CH:24]=[CH:23][C:22]([Cl:25])=[CH:21][C:20]=1[S:26](Cl)(=[O:28])=[O:27]. Product: [Cl:18][C:19]1[CH:24]=[CH:23][C:22]([Cl:25])=[CH:21][C:20]=1[S:26]([NH:4][C:3]1[CH:5]=[CH:6][C:7]([B:9]2[O:13][C:12]([CH3:15])([CH3:14])[C:11]([CH3:17])([CH3:16])[O:10]2)=[CH:8][C:2]=1[F:1])(=[O:28])=[O:27]. The catalyst class is: 202. (4) Reactant: [I:1][C:2]1[N:3]=[C:4]([C@@H:8]2[CH2:12][CH2:11][CH2:10][N:9]2[C:13]([O:15][C:16]([CH3:19])([CH3:18])[CH3:17])=[O:14])[NH:5][C:6]=1I.[O-]S([O-])=O.[Na+].[Na+]. Product: [C:16]([O:15][C:13]([N:9]1[CH2:10][CH2:11][CH2:12][C@H:8]1[C:4]1[NH:5][CH:6]=[C:2]([I:1])[N:3]=1)=[O:14])([CH3:19])([CH3:17])[CH3:18]. The catalyst class is: 88. (5) Reactant: CC1C=CC(S(O)(=O)=O)=CC=1.[CH3:12][C:13]1[CH:14]=[C:15]([C:20]2[CH:29]=[CH:28][C:27]3[C:22](=[CH:23][CH:24]=[CH:25][C:26]=3[C:30]3[CH:35]=[CH:34][CH:33]=[CH:32][C:31]=3[C:36]([CH3:38])=[CH2:37])[N:21]=2)[CH:16]=[C:17]([CH3:19])[CH:18]=1.C(=O)([O-])[O-].[K+].[K+]. Product: [CH3:12][C:13]1[CH:14]=[C:15]([C:20]2[CH:29]=[CH:28][C:27]3[C:26]4[C:30]5[C:31]([C:36]([CH3:38])([CH3:37])[C:25]=4[CH:24]=[CH:23][C:22]=3[N:21]=2)=[CH:32][CH:33]=[CH:34][CH:35]=5)[CH:16]=[C:17]([CH3:19])[CH:18]=1. The catalyst class is: 159.